From a dataset of Forward reaction prediction with 1.9M reactions from USPTO patents (1976-2016). Predict the product of the given reaction. (1) Given the reactants [C:1]([C:5]1[S:13][C:12]2[C:11]([NH:14][C:15]3[CH:19]=[C:18]([CH3:20])[NH:17][N:16]=3)=[N:10][C:9]([C:21]([C:23]3[CH:28]=[CH:27][C:26]([F:29])=[CH:25][CH:24]=3)=[O:22])=[N:8][C:7]=2[CH:6]=1)([CH3:4])([CH3:3])[CH3:2].[BH4-].[Na+], predict the reaction product. The product is: [C:1]([C:5]1[S:13][C:12]2[C:11]([NH:14][C:15]3[CH:19]=[C:18]([CH3:20])[NH:17][N:16]=3)=[N:10][C:9]([CH:21]([C:23]3[CH:28]=[CH:27][C:26]([F:29])=[CH:25][CH:24]=3)[OH:22])=[N:8][C:7]=2[CH:6]=1)([CH3:4])([CH3:2])[CH3:3]. (2) Given the reactants [Cl:1][C:2]1[CH:18]=[CH:17][C:5]2[CH2:6][CH2:7][N:8](C(=O)C(F)(F)F)[CH2:9][CH2:10][C:4]=2[C:3]=1[NH:19][CH2:20][C:21]1[CH:26]=[CH:25][C:24]([C:27]([O:29]C)=[O:28])=[CH:23][CH:22]=1.C(=O)([O-])[O-].[K+].[K+].CO, predict the reaction product. The product is: [C:27]([C:24]1[CH:23]=[CH:22][C:21]([CH2:20][NH:19][C:3]2[C:4]3[CH2:10][CH2:9][NH:8][CH2:7][CH2:6][C:5]=3[CH:17]=[CH:18][C:2]=2[Cl:1])=[CH:26][CH:25]=1)([OH:29])=[O:28]. (3) Given the reactants [CH2:1]([O:3][C:4]1[CH:5]=[C:6]([CH:11]=[C:12]([I:15])[C:13]=1[OH:14])[C:7]([O:9][CH3:10])=[O:8])[CH3:2].Br[CH2:17][C:18]1[CH:23]=[CH:22][CH:21]=[CH:20][CH:19]=1.C(=O)([O-])[O-].[K+].[K+].CN(C=O)C, predict the reaction product. The product is: [CH2:17]([O:14][C:13]1[C:12]([I:15])=[CH:11][C:6]([C:7]([O:9][CH3:10])=[O:8])=[CH:5][C:4]=1[O:3][CH2:1][CH3:2])[C:18]1[CH:23]=[CH:22][CH:21]=[CH:20][CH:19]=1.